From a dataset of Reaction yield outcomes from USPTO patents with 853,638 reactions. Predict the reaction yield, written as a fraction of the theoretical maximum amount of product (1.0 means a 100% yield; for example, 0.34 means a 34% yield). (1) The reactants are [C:1]([NH:8][C@H:9]([C:13]([OH:15])=[O:14])[CH:10]([CH3:12])[CH3:11])([O:3][C:4]([CH3:7])([CH3:6])[CH3:5])=[O:2].C1(N=C=NC2CCCCC2)CCCCC1.O[CH2:32][C@H:33]([CH2:46][CH2:47][O:48][C:49](=[O:67])[CH2:50][CH2:51][CH2:52][CH2:53][CH2:54][CH2:55][CH2:56][CH2:57][CH2:58][CH2:59][CH2:60][CH2:61][CH2:62][CH2:63][CH2:64][CH2:65][CH3:66])[CH2:34][N:35]1[CH:43]=[N:42][C:41]2[C:40](=[O:44])[NH:39][C:38]([NH2:45])=[N:37][C:36]1=2.CN(C)C=O. The catalyst is ClCCl.CN(C)C1C=CN=CC=1. The product is [C:1]([NH:8][C@H:9]([C:13]([O:15][CH2:32][C@H:33]([CH2:46][CH2:47][O:48][C:49](=[O:67])[CH2:50][CH2:51][CH2:52][CH2:53][CH2:54][CH2:55][CH2:56][CH2:57][CH2:58][CH2:59][CH2:60][CH2:61][CH2:62][CH2:63][CH2:64][CH2:65][CH3:66])[CH2:34][N:35]1[CH:43]=[N:42][C:41]2[C:40](=[O:44])[NH:39][C:38]([NH2:45])=[N:37][C:36]1=2)=[O:14])[CH:10]([CH3:11])[CH3:12])([O:3][C:4]([CH3:5])([CH3:7])[CH3:6])=[O:2]. The yield is 0.390. (2) The reactants are [Cl:1][C:2]1[C:7]([CH:8]([CH3:10])[CH3:9])=[C:6]([O:11]C)[N:5]=[C:4]([O:13]C)[N:3]=1. The product is [Cl:1][C:2]1[NH:3][C:4](=[O:13])[NH:5][C:6](=[O:11])[C:7]=1[CH:8]([CH3:10])[CH3:9]. The catalyst is Cl.CO. The yield is 0.700. (3) The reactants are C(OC([N:11]1[CH2:16][CH2:15][N:14]([CH3:17])[CH2:13][CH:12]1[C:18]([C:20]1[O:21][C:22]2[CH:28]=[CH:27][C:26]([F:29])=[CH:25][C:23]=2[CH:24]=1)=[O:19])=O)C1C=CC=CC=1.CO. The catalyst is C(OCC)(=O)C.[Pd]. The product is [F:29][C:26]1[CH:27]=[CH:28][C:22]2[O:21][C:20]([CH:18]([CH:12]3[CH2:13][N:14]([CH3:17])[CH2:15][CH2:16][NH:11]3)[OH:19])=[CH:24][C:23]=2[CH:25]=1. The yield is 0.900.